This data is from Reaction yield outcomes from USPTO patents with 853,638 reactions. The task is: Predict the reaction yield, written as a fraction of the theoretical maximum amount of product (1.0 means a 100% yield; for example, 0.34 means a 34% yield). (1) The reactants are [Cl:1][C:2]1[CH:3]=[CH:4][C:5]([NH:8][C:9](=[O:25])[C:10]2[CH:15]=[C:14]([CH3:16])[CH:13]=[CH:12][C:11]=2[NH:17][CH2:18][CH:19]2[CH2:24][CH2:23][NH:22][CH2:21][CH2:20]2)=[N:6][CH:7]=1.[CH:26]1([C:29]([CH3:31])=O)[CH2:28][CH2:27]1.C([BH3-])#N.[Na+]. The catalyst is CO.C(O)(=O)C. The product is [Cl:1][C:2]1[CH:3]=[CH:4][C:5]([NH:8][C:9](=[O:25])[C:10]2[CH:15]=[C:14]([CH3:16])[CH:13]=[CH:12][C:11]=2[NH:17][CH2:18][CH:19]2[CH2:24][CH2:23][N:22]([CH:29]([CH:26]3[CH2:28][CH2:27]3)[CH3:31])[CH2:21][CH2:20]2)=[N:6][CH:7]=1. The yield is 0.640. (2) The reactants are [CH3:1][C:2]1([C:5]2[CH:12]=[CH:11][C:8]([CH2:9][NH2:10])=[CH:7][CH:6]=2)[CH2:4][CH2:3]1.C(N(CC)CC)C.[N:20]1[CH:25]=[CH:24][CH:23]=[C:22]([S:26](Cl)(=[O:28])=[O:27])[CH:21]=1. The catalyst is C(Cl)Cl. The product is [CH3:1][C:2]1([C:5]2[CH:6]=[CH:7][C:8]([CH2:9][NH:10][S:26]([C:22]3[CH:21]=[N:20][CH:25]=[CH:24][CH:23]=3)(=[O:28])=[O:27])=[CH:11][CH:12]=2)[CH2:3][CH2:4]1. The yield is 0.880. (3) The reactants are C([O:8][CH2:9][C@@H:10]1[CH:14]([CH:15]([CH3:18])[CH2:16][OH:17])[O:13][C:12](=[O:19])[NH:11]1)C1C=CC=CC=1. The catalyst is CO.[Pd]. The product is [OH:8][CH2:9][C@@H:10]1[CH:14]([CH:15]([CH3:18])[CH2:16][OH:17])[O:13][C:12](=[O:19])[NH:11]1. The yield is 0.990. (4) The reactants are [CH3:1][C:2]1[CH:9]=[C:8]([C:10]2[CH:14]=[CH:13][NH:12][N:11]=2)[CH:7]=[CH:6][C:3]=1[C:4]#[N:5].Br[CH2:16][C@H:17]([N:19]1[C:27](=[O:28])[C:26]2[C:21](=[CH:22][CH:23]=[CH:24][CH:25]=2)[C:20]1=[O:29])[CH3:18]. No catalyst specified. The product is [O:29]=[C:20]1[C:21]2[C:26](=[CH:25][CH:24]=[CH:23][CH:22]=2)[C:27](=[O:28])[N:19]1[C@H:17]([CH3:18])[CH2:16][N:12]1[CH:13]=[CH:14][C:10]([C:8]2[CH:7]=[CH:6][C:3]([C:4]#[N:5])=[C:2]([CH3:1])[CH:9]=2)=[N:11]1. The yield is 0.170. (5) The reactants are [CH:1]([O:4][C:5]([N:7]1[CH2:12][CH2:11][CH:10]([OH:13])[CH2:9][CH2:8]1)=[O:6])([CH3:3])[CH3:2].[Cl:14][C:15]1[C:20]([CH3:21])=[C:19](Cl)[N:18]=[CH:17][N:16]=1. The catalyst is C1COCC1.CC(C)([O-])C.[K+]. The product is [CH:1]([O:4][C:5]([N:7]1[CH2:8][CH2:9][CH:10]([O:13][C:19]2[C:20]([CH3:21])=[C:15]([Cl:14])[N:16]=[CH:17][N:18]=2)[CH2:11][CH2:12]1)=[O:6])([CH3:3])[CH3:2]. The yield is 0.980. (6) The reactants are C[O:2][C:3]1[CH:8]=[CH:7][C:6]([C:9]2([C:12]([O:14][CH3:15])=[O:13])[CH2:11][CH2:10]2)=[CH:5][CH:4]=1.CCS.[Al+3].[Cl-].[Cl-].[Cl-]. The catalyst is ClCCl. The product is [CH3:15][O:14][C:12]([C:9]1([C:6]2[CH:5]=[CH:4][C:3]([OH:2])=[CH:8][CH:7]=2)[CH2:10][CH2:11]1)=[O:13]. The yield is 0.950.